Dataset: Full USPTO retrosynthesis dataset with 1.9M reactions from patents (1976-2016). Task: Predict the reactants needed to synthesize the given product. (1) Given the product [C:17]1([CH2:21][CH:3]([C:25](=[O:27])[CH3:26])[C:1](=[O:5])[CH3:4])[CH:18]=[CH:19][CH:20]=[C:15]([CH2:14][CH:9]([C:10](=[O:12])[CH3:11])[C:6](=[O:8])[CH3:7])[CH:16]=1, predict the reactants needed to synthesize it. The reactants are: [C:1]([OH:5])([CH3:4])([CH3:3])C.[C:6]([CH2:9][C:10](=[O:12])[CH3:11])(=[O:8])[CH3:7].Br[CH2:14][C:15]1[CH:20]=[CH:19][CH:18]=[C:17]([CH2:21]Br)[CH:16]=1.[I-].[K+].[CH2:25]([O:27]CC)[CH3:26]. (2) Given the product [C:2]1([C:42]2[CH:47]=[CH:46][CH:45]=[CH:44][CH:43]=2)[CH:7]=[CH:6][C:5]([N:8]2[C:17](=[O:18])[C:16]3[C:11](=[CH:12][CH:13]=[CH:14][CH:15]=3)[N:10]=[C:9]2[CH:19]([N:21]([CH3:35])[S:22]([C:25]2[CH:30]=[CH:29][C:28]([C:31]([CH3:34])([CH3:33])[CH3:32])=[CH:27][CH:26]=2)(=[O:24])=[O:23])[CH3:20])=[CH:4][CH:3]=1, predict the reactants needed to synthesize it. The reactants are: Br[C:2]1[CH:7]=[CH:6][C:5]([N:8]2[C:17](=[O:18])[C:16]3[C:11](=[CH:12][CH:13]=[CH:14][CH:15]=3)[N:10]=[C:9]2[CH:19]([N:21]([CH3:35])[S:22]([C:25]2[CH:30]=[CH:29][C:28]([C:31]([CH3:34])([CH3:33])[CH3:32])=[CH:27][CH:26]=2)(=[O:24])=[O:23])[CH3:20])=[CH:4][CH:3]=1.C([O-])([O-])=O.[K+].[K+].[C:42]1(B(O)O)[CH:47]=[CH:46][CH:45]=[CH:44][CH:43]=1.C1(P(C2C=CC=CC=2)C2C=CC=CC=2)C=CC=CC=1.C(Cl)(Cl)Cl.